This data is from Forward reaction prediction with 1.9M reactions from USPTO patents (1976-2016). The task is: Predict the product of the given reaction. (1) Given the reactants [OH:1][NH:2][C:3]([C:5]1[CH:10]=[CH:9][CH:8]=[C:7]([CH2:11][C:12]2[C:17](=[O:18])[CH:16]=[CH:15][N:14]([C:19]3[CH:20]=[N:21][N:22]([CH3:24])[CH:23]=3)[N:13]=2)[CH:6]=1)=[NH:4].[C:25](O)(=O)[CH2:26][CH3:27].C(Cl)CCl, predict the reaction product. The product is: [CH2:26]([C:27]1[O:1][N:2]=[C:3]([C:5]2[CH:6]=[C:7]([CH:8]=[CH:9][CH:10]=2)[CH2:11][C:12]2[C:17](=[O:18])[CH:16]=[CH:15][N:14]([C:19]3[CH:20]=[N:21][N:22]([CH3:24])[CH:23]=3)[N:13]=2)[N:4]=1)[CH3:25]. (2) The product is: [CH3:22][O:23][C:24]1[C:25]2=[CH:26][N:11]3[C:28]([CH2:29][C@@H:30]2[S:46][CH:47]=1)=[C:7]1[N:6]=[C:5]2[C:12]([C:8]1=[CH:9][CH2:10]3)=[CH:13][CH2:14][CH:3]=[C:4]2[CH2:36][CH2:35][Cl:34]. Given the reactants CO[C:3]1[CH:4]=[C:5]2[C:12](=[CH:13][CH:14]=1)[C:8]([CH2:9][CH2:10][NH2:11])=[CH:7][NH:6]2.COC1C=C(CCN)C=C[C:22]=1[O:23][CH2:24][C:25]1[CH:30]=[CH:29][CH:28]=C[CH:26]=1.[Cl:34][CH2:35][CH2:36]C1SC(CC(O)=O)=CC=1.[S:46]1C=CC=[C:47]1CC(O)=O, predict the reaction product. (3) Given the reactants [NH2:1][C:2]1[CH:11]=[CH:10][C:9]2[NH:8][C:7](=[O:12])[C:6]3[NH:13][CH:14]=[CH:15][C:5]=3[C:4]=2[CH:3]=1.Cl.[CH2:17]([C:19]([OH:21])=[O:20])[CH3:18].[C:22]([NH:25][C:26]1[CH:31]=[CH:30][C:29]([S:32](Cl)(=[O:34])=[O:33])=[CH:28][CH:27]=1)(=[O:24])[CH3:23], predict the reaction product. The product is: [C:22]([NH:25][C:26]1[CH:27]=[CH:28][C:29]([S:32]([NH:1][C:2]2[CH:11]=[CH:10][C:9]3[NH:8][C:7](=[O:12])[C:6]4[NH:13][CH:14]=[CH:15][C:5]=4[C:4]=3[CH:3]=2)(=[O:34])=[O:33])=[CH:30][CH:31]=1)(=[O:24])[CH3:23].[CH2:17]([C:19]([O-:21])=[O:20])[CH3:18]. (4) Given the reactants [C:1]([N:5]1[C:9]([C:10]2[CH:15]=[CH:14][C:13]([F:16])=[CH:12][CH:11]=2)=[C:8]([C:17]2[S:18][CH2:19][CH:20]([C:22]([OH:24])=O)[N:21]=2)[CH:7]=[N:6]1)([CH3:4])([CH3:3])[CH3:2].CN(C(ON1N=NC2C=CC=NC1=2)=[N+](C)C)C.F[P-](F)(F)(F)(F)F.CCN(C(C)C)C(C)C.[NH2:58][CH2:59][CH:60]1[CH2:65][CH2:64][O:63][CH2:62][CH2:61]1, predict the reaction product. The product is: [C:1]([N:5]1[C:9]([C:10]2[CH:11]=[CH:12][C:13]([F:16])=[CH:14][CH:15]=2)=[C:8]([C:17]2[S:18][CH2:19][CH:20]([C:22]([NH:58][CH2:59][CH:60]3[CH2:65][CH2:64][O:63][CH2:62][CH2:61]3)=[O:24])[N:21]=2)[CH:7]=[N:6]1)([CH3:4])([CH3:2])[CH3:3]. (5) Given the reactants [CH3:1][C:2]1[CH:11]=[CH:10][C:9]2[C:8](=[O:12])[CH2:7][CH:6]([CH3:13])[CH2:5][C:4]=2[N:3]=1.[Br:14]Br, predict the reaction product. The product is: [Br:14][CH:7]1[CH:6]([CH3:13])[CH2:5][C:4]2[N:3]=[C:2]([CH3:1])[CH:11]=[CH:10][C:9]=2[C:8]1=[O:12]. (6) The product is: [F:1][C:2]([F:16])([F:15])[C:3]1[S:7][C:6]2[C:8]([C:12]([NH2:23])=[O:13])=[CH:9][CH:10]=[CH:11][C:5]=2[CH:4]=1. Given the reactants [F:1][C:2]([F:16])([F:15])[C:3]1[S:7][C:6]2[C:8]([C:12](Cl)=[O:13])=[CH:9][CH:10]=[CH:11][C:5]=2[CH:4]=1.O1CCOCC1.[NH3:23].O, predict the reaction product.